This data is from Full USPTO retrosynthesis dataset with 1.9M reactions from patents (1976-2016). The task is: Predict the reactants needed to synthesize the given product. (1) Given the product [C:5]([CH2:4][O:3][CH2:2][C:1]([NH:9][C@H:10]([C:18]([NH:20][C@H:21]([C:31]([NH:33][C@H:34]([C:42]([NH:44][C@H:45]([C:58]([NH:60][C@H:61]([C:69]([NH:71][C@H:72]([C:82]([NH:84][C@H:85]([C:93]([NH:95][C@H:96]([C:109]([O:111][CH2:112][CH3:113])=[O:110])[CH2:97][CH2:98][CH2:99][CH2:100][NH:101][C:102]([O:104][C:105]([CH3:108])([CH3:107])[CH3:106])=[O:103])=[O:94])[CH2:86][C:87]1[CH:92]=[CH:91][CH:90]=[CH:89][CH:88]=1)=[O:83])[CH2:73][CH2:74][C:75](=[O:81])[O:76][C:77]([CH3:80])([CH3:79])[CH3:78])=[O:70])[CH2:62][C:63]1[CH:64]=[CH:65][CH:66]=[CH:67][CH:68]=1)=[O:59])[CH2:46][CH2:47][CH2:48][CH2:49][NH:50][C:51]([O:53][C:54]([CH3:57])([CH3:56])[CH3:55])=[O:52])=[O:43])[CH2:35][C:36]1[CH:37]=[CH:38][CH:39]=[CH:40][CH:41]=1)=[O:32])[CH2:22][CH2:23][C:24](=[O:30])[O:25][C:26]([CH3:29])([CH3:28])[CH3:27])=[O:19])[CH2:11][C:12]1[CH:13]=[CH:14][CH:15]=[CH:16][CH:17]=1)=[O:8])([OH:7])=[O:6], predict the reactants needed to synthesize it. The reactants are: [C:1]1(=[O:8])[O:7][C:5](=[O:6])[CH2:4][O:3][CH2:2]1.[NH2:9][C@H:10]([C:18]([NH:20][C@H:21]([C:31]([NH:33][C@H:34]([C:42]([NH:44][C@H:45]([C:58]([NH:60][C@H:61]([C:69]([NH:71][C@H:72]([C:82]([NH:84][C@H:85]([C:93]([NH:95][C@H:96]([C:109]([O:111][CH2:112][CH3:113])=[O:110])[CH2:97][CH2:98][CH2:99][CH2:100][NH:101][C:102]([O:104][C:105]([CH3:108])([CH3:107])[CH3:106])=[O:103])=[O:94])[CH2:86][C:87]1[CH:92]=[CH:91][CH:90]=[CH:89][CH:88]=1)=[O:83])[CH2:73][CH2:74][C:75](=[O:81])[O:76][C:77]([CH3:80])([CH3:79])[CH3:78])=[O:70])[CH2:62][C:63]1[CH:68]=[CH:67][CH:66]=[CH:65][CH:64]=1)=[O:59])[CH2:46][CH2:47][CH2:48][CH2:49][NH:50][C:51]([O:53][C:54]([CH3:57])([CH3:56])[CH3:55])=[O:52])=[O:43])[CH2:35][C:36]1[CH:41]=[CH:40][CH:39]=[CH:38][CH:37]=1)=[O:32])[CH2:22][CH2:23][C:24](=[O:30])[O:25][C:26]([CH3:29])([CH3:28])[CH3:27])=[O:19])[CH2:11][C:12]1[CH:17]=[CH:16][CH:15]=[CH:14][CH:13]=1. (2) Given the product [CH2:36]([O:35][C:30](=[O:34])[C:31](=[O:33])[CH:26]([CH3:27])[C:25]([C:22]1[CH:23]=[CH:24][C:19]([O:18][CH2:17][C:5]2[C:6]([N:10]3[C:14](=[O:15])[N:13]([CH3:16])[N:12]=[N:11]3)=[CH:7][CH:8]=[CH:9][C:4]=2[CH:1]2[CH2:3][CH2:2]2)=[C:20]([CH3:29])[CH:21]=1)=[O:28])[CH3:37], predict the reactants needed to synthesize it. The reactants are: [CH:1]1([C:4]2[C:5]([CH2:17][O:18][C:19]3[CH:24]=[CH:23][C:22]([C:25](=[O:28])[CH2:26][CH3:27])=[CH:21][C:20]=3[CH3:29])=[C:6]([N:10]3[C:14](=[O:15])[N:13]([CH3:16])[N:12]=[N:11]3)[CH:7]=[CH:8][CH:9]=2)[CH2:3][CH2:2]1.[C:30]([O:35][CH2:36][CH3:37])(=[O:34])[C:31]([O-:33])=O.CC(C)([O-])C.[K+].Cl. (3) Given the product [CH2:27]([C:24]1[CH:23]=[CH:22][C:21]([S:18]([NH:17][C:6]2([CH2:5][C:4]([O:3][CH2:1][CH3:2])=[O:32])[CH2:9][NH:8][CH2:7]2)(=[O:20])=[O:19])=[CH:26][CH:25]=1)[CH2:28][CH2:29][CH2:30][CH3:31], predict the reactants needed to synthesize it. The reactants are: [CH2:1]([O:3][C:4](=[O:32])[CH2:5][C:6]1([NH:17][S:18]([C:21]2[CH:26]=[CH:25][C:24]([CH2:27][CH2:28][CH2:29][CH2:30][CH3:31])=[CH:23][CH:22]=2)(=[O:20])=[O:19])[CH2:9][N:8](C(OC(C)(C)C)=O)[CH2:7]1)[CH3:2].C(O)(C(F)(F)F)=O.